From a dataset of Catalyst prediction with 721,799 reactions and 888 catalyst types from USPTO. Predict which catalyst facilitates the given reaction. Reactant: [F:1][C:2]1[C:3]([OH:11])=[C:4]([CH:7]=[CH:8][C:9]=1[F:10])[C:5]#[N:6].[C:12]([O:16][C:17]([N:19]1[CH2:24][CH2:23][CH:22]([N:25]2[C:29]3=[N:30][CH:31]=[N:32][C:33](Cl)=[C:28]3[CH:27]=[N:26]2)[CH2:21][CH2:20]1)=[O:18])([CH3:15])([CH3:14])[CH3:13].C(=O)([O-])[O-].[K+].[K+].C(=O)([O-])[O-].[Na+].[Na+]. Product: [C:12]([O:16][C:17]([N:19]1[CH2:20][CH2:21][CH:22]([N:25]2[C:29]3=[N:30][CH:31]=[N:32][C:33]([O:11][C:3]4[C:4]([C:5]#[N:6])=[CH:7][CH:8]=[C:9]([F:10])[C:2]=4[F:1])=[C:28]3[CH:27]=[N:26]2)[CH2:23][CH2:24]1)=[O:18])([CH3:15])([CH3:13])[CH3:14]. The catalyst class is: 9.